Dataset: Full USPTO retrosynthesis dataset with 1.9M reactions from patents (1976-2016). Task: Predict the reactants needed to synthesize the given product. (1) Given the product [Cl:1][C:2]1[CH:7]=[C:6]([C:8]2[N:9]=[C:10]([N:25]3[CH2:26][CH2:27][C:22]([F:28])([F:21])[CH2:23][CH2:24]3)[C:11]3[C:17]([O:18][CH3:19])=[CH:16][N:15]=[CH:14][C:12]=3[N:13]=2)[CH:5]=[CH:4][N:3]=1, predict the reactants needed to synthesize it. The reactants are: [Cl:1][C:2]1[CH:7]=[C:6]([C:8]2[N:9]=[C:10](O)[C:11]3[C:17]([O:18][CH3:19])=[CH:16][N:15]=[CH:14][C:12]=3[N:13]=2)[CH:5]=[CH:4][N:3]=1.[F:21][C:22]1([F:28])[CH2:27][CH2:26][NH:25][CH2:24][CH2:23]1.Cl.C(OC(N1CCN(C2C3C(C4CC4)=CN=CC=3N=C(C3C=CN=C(Cl)C=3)N=2)CC1)=O)(C)(C)C. (2) Given the product [P:122]([O-:130])([O-:125])([O-:124])=[O:123].[Ca+2:121].[P:149]([O-:161])([O-:152])([O-:151])=[O:150].[Ca+2:121].[Ca+2:121].[P:149]([O:161][CH2:19][C@H:20]1[O:22][C@@H:21]([N:23]2[C:25]3[N:37]=[CH:32][N:116]=[C:115]([NH2:114])[C:26]=3[N:27]=[CH:29]2)[C@H:8]([OH:7])[C@@H:15]1[OH:112])([O:152][P:153]([O:156][P:157]([OH:160])([OH:159])=[O:158])([OH:155])=[O:154])(=[O:150])[OH:151], predict the reactants needed to synthesize it. The reactants are: CCC(C[O:7][C:8]([C:21]([N:23]([CH2:25][CH2:26][NH+:27]([CH3:29])C)C)=[O:22])([C:15]1[CH:20]=[CH:19]C=CC=1)C1C=CC=CC=1)CC.[Cl-].C(O)[C:32]([NH2:37])(CO)CO.C1C=CC2S(=O)(=O)OC(C3C=C(Br)C(O)=C(Br)C=3)(C3C=C(Br)C(O)=C(Br)C=3)C=2C=1.CC(NC)CC1C=CC=CC=1.C[C@@H]([C@@H]1[C@@]2(C)[C@@H](O)C[C@@H]3[C@@]4(C)CC[C@@H](O)C[C@H]4CC[C@@]3(C)[C@@H]2CC1)CCC([O-])=O.[Na+].NCC(O)=[O:112].[NH:114]1C=C[N:116]=[CH:115]1.[Cl-].[Cl-].[Ca+2:121].[P:122]([O:130]C[C@H]1O[C@@H](N2C3N=CN=C(N)C=3N=C2)[C@H](O)[C@@H]1O)([O:125]P(O)(O)=O)(=[O:124])[OH:123].[P:149]([O:161]C[C@H]1O[C@@H](N2C3N=CN=C(N)C=3N=C2)[C@H](O)[C@@H]1O)([O:152][P:153]([O:156][P:157]([OH:160])([OH:159])=[O:158])([OH:155])=[O:154])(=[O:151])[OH:150]. (3) Given the product [CH2:16]([O:15][CH2:14][CH2:13][CH2:12][CH2:11][CH2:10][CH2:9][N:1]1[CH2:6][CH2:5][C:4](=[O:7])[CH2:3][CH2:2]1)[C:17]1[CH:22]=[CH:21][CH:20]=[CH:19][CH:18]=1, predict the reactants needed to synthesize it. The reactants are: [NH:1]1[CH2:6][CH2:5][C:4](=[O:7])[CH2:3][CH2:2]1.Cl[CH2:9][CH2:10][CH2:11][CH2:12][CH2:13][CH2:14][O:15][CH2:16][C:17]1[CH:22]=[CH:21][CH:20]=[CH:19][CH:18]=1. (4) Given the product [CH3:1][CH2:2][O:3][C:4]([C:6]1[CH:11]([C:12]2[C:17]([Cl:18])=[CH:16][CH:15]=[CH:14][CH:13]=2)[C:10]([C:19]([O:21][CH3:22])=[O:20])=[C:9]([CH3:23])[NH:8][C:7]=1[CH2:24][O:25][CH2:26][CH2:27][NH2:28])=[O:5].[CH3:37][C:36]1([CH3:38])[C@:29]2([CH2:39][S:40]([OH:43])(=[O:42])=[O:41])[C:30]([CH2:32][C@H:33]1[CH2:34][CH2:35]2)=[O:31], predict the reactants needed to synthesize it. The reactants are: [CH3:1][CH2:2][O:3][C:4]([C:6]1[CH:11]([C:12]2[CH:13]=[CH:14][CH:15]=[CH:16][C:17]=2[Cl:18])[C:10]([C:19]([O:21][CH3:22])=[O:20])=[C:9]([CH3:23])[NH:8][C:7]=1[CH2:24][O:25][CH2:26][CH2:27][NH2:28])=[O:5].[C@@:29]12([CH2:39][S:40]([OH:43])(=[O:42])=[O:41])[C:36]([CH3:38])([CH3:37])[CH:33]([CH2:34][CH2:35]1)[CH2:32][C:30]2=[O:31]. (5) The reactants are: [C:1]([C:4]1[CH:9]=[CH:8][CH:7]=[C:6]([C:10](=O)[CH3:11])[N:5]=1)(=O)[CH3:2].[NH2:13][C:14]1[C:15]([CH3:20])=[CH:16][CH:17]=[CH:18][CH:19]=1. Given the product [CH3:20][C:15]1[CH:16]=[CH:17][CH:18]=[CH:19][C:14]=1[N:13]=[C:1]([C:4]1[CH:9]=[CH:8][CH:7]=[C:6]([C:10](=[N:13][C:14]2[CH:19]=[CH:18][CH:17]=[CH:16][C:15]=2[CH3:20])[CH3:11])[N:5]=1)[CH3:2], predict the reactants needed to synthesize it. (6) The reactants are: [CH3:1][S:2]([NH:5][C:6]1[CH:7]=[C:8]([C:12]2[N:13]=[C:14]3[C:20]4[CH:21]=[CH:22][CH:23]=[CH:24][C:19]=4[NH:18][C:17]4[N:25]=[CH:26][CH:27]=[CH:28][C:16]=4[N:15]3[C:29]=2[C:30]2[CH:35]=[CH:34][C:33]([C:36]3([NH:40]C(=O)OC(C)(C)C)[CH2:39][CH2:38][CH2:37]3)=[CH:32][CH:31]=2)[CH:9]=[CH:10][CH:11]=1)(=[O:4])=[O:3].[ClH:48].O1CCOCC1. Given the product [ClH:48].[ClH:48].[ClH:48].[NH2:40][C:36]1([C:33]2[CH:32]=[CH:31][C:30]([C:29]3[N:15]4[C:16]5[CH:28]=[CH:27][CH:26]=[N:25][C:17]=5[NH:18][C:19]5[CH:24]=[CH:23][CH:22]=[CH:21][C:20]=5[C:14]4=[N:13][C:12]=3[C:8]3[CH:7]=[C:6]([NH:5][S:2]([CH3:1])(=[O:4])=[O:3])[CH:11]=[CH:10][CH:9]=3)=[CH:35][CH:34]=2)[CH2:39][CH2:38][CH2:37]1, predict the reactants needed to synthesize it.